Dataset: NCI-60 drug combinations with 297,098 pairs across 59 cell lines. Task: Regression. Given two drug SMILES strings and cell line genomic features, predict the synergy score measuring deviation from expected non-interaction effect. Drug 1: CC12CCC3C(C1CCC2=O)CC(=C)C4=CC(=O)C=CC34C. Drug 2: CC=C1C(=O)NC(C(=O)OC2CC(=O)NC(C(=O)NC(CSSCCC=C2)C(=O)N1)C(C)C)C(C)C. Cell line: NCI-H322M. Synergy scores: CSS=51.5, Synergy_ZIP=7.55, Synergy_Bliss=6.72, Synergy_Loewe=-5.41, Synergy_HSA=9.41.